Dataset: Catalyst prediction with 721,799 reactions and 888 catalyst types from USPTO. Task: Predict which catalyst facilitates the given reaction. (1) Reactant: [H-].[Na+].[I-].[CH3:4][S+](C)(C)=O.[C:9]([O:13][C:14](=[O:27])/[CH:15]=[CH:16]/[C:17]1[CH:26]=[CH:25][C:20]([C:21]([O:23][CH3:24])=[O:22])=[CH:19][CH:18]=1)([CH3:12])([CH3:11])[CH3:10].O. Product: [C:9]([O:13][C:14]([C@@H:15]1[CH2:4][C@H:16]1[C:17]1[CH:18]=[CH:19][C:20]([C:21]([O:23][CH3:24])=[O:22])=[CH:25][CH:26]=1)=[O:27])([CH3:12])([CH3:10])[CH3:11]. The catalyst class is: 16. (2) The catalyst class is: 17. Product: [C:12]([O:16][C:17]([N:19]1[CH2:24][CH2:23][CH:22]([N:25]2[C:29]3[N:30]=[CH:31][N:32]=[C:33]([NH2:34])[C:28]=3[C:27]([C:35](=[O:43])[C:36]3[CH:41]=[CH:40][CH:39]=[C:38]([NH:42][C:10]([NH:9][C:4]4[CH:3]=[C:2]([Cl:1])[CH:7]=[C:6]([Cl:8])[CH:5]=4)=[O:11])[CH:37]=3)=[CH:26]2)[CH2:21][CH2:20]1)=[O:18])([CH3:15])([CH3:13])[CH3:14]. Reactant: [Cl:1][C:2]1[CH:3]=[C:4]([N:9]=[C:10]=[O:11])[CH:5]=[C:6]([Cl:8])[CH:7]=1.[C:12]([O:16][C:17]([N:19]1[CH2:24][CH2:23][CH:22]([N:25]2[C:29]3[N:30]=[CH:31][N:32]=[C:33]([NH2:34])[C:28]=3[C:27]([C:35](=[O:43])[C:36]3[CH:41]=[CH:40][CH:39]=[C:38]([NH2:42])[CH:37]=3)=[CH:26]2)[CH2:21][CH2:20]1)=[O:18])([CH3:15])([CH3:14])[CH3:13]. (3) Reactant: [C:1]([N:9]=[C:10]=[S:11])(=[O:8])[C:2]1[CH:7]=[CH:6][CH:5]=[CH:4][CH:3]=1.[Cl:12][C:13]1[CH:14]=[C:15]([CH:17]=[C:18]([Cl:20])[CH:19]=1)[NH2:16]. Product: [Cl:12][C:13]1[CH:14]=[C:15]([NH:16][C:10]([NH:9][C:1](=[O:8])[C:2]2[CH:7]=[CH:6][CH:5]=[CH:4][CH:3]=2)=[S:11])[CH:17]=[C:18]([Cl:20])[CH:19]=1. The catalyst class is: 21. (4) Reactant: CCO.Br[C:5]1[CH:6]=[C:7]2[C:12](=[CH:13][CH:14]=1)[N:11]=[CH:10][N:9]=[C:8]2[NH:15][CH:16]1[CH2:18][CH2:17]1.[CH:19]([C:21]1[CH:22]=[C:23](OB(O)O)[CH:24]=[CH:25][CH:26]=1)=[O:20].C(=O)([O-])[O-].[Na+].[Na+]. Product: [CH:16]1([NH:15][C:8]2[C:7]3[C:12](=[CH:13][CH:14]=[C:5]([C:25]4[CH:26]=[C:21]([CH:22]=[CH:23][CH:24]=4)[CH:19]=[O:20])[CH:6]=3)[N:11]=[CH:10][N:9]=2)[CH2:18][CH2:17]1. The catalyst class is: 741. (5) Reactant: [CH3:1][O:2][C:3]([CH:5]([C:7]([CH2:9][O:10][CH3:11])=O)Cl)=[O:4].[C:12]([NH2:20])(=[S:19])[C:13]1[CH:18]=[CH:17][CH:16]=[CH:15][CH:14]=1. Product: [CH3:1][O:2][C:3]([C:5]1[S:19][C:12]([C:13]2[CH:18]=[CH:17][CH:16]=[CH:15][CH:14]=2)=[N:20][C:7]=1[CH2:9][O:10][CH3:11])=[O:4]. The catalyst class is: 14. (6) Reactant: [CH3:1][CH:2]([C:4]1[N:8]([CH2:9][CH2:10][C@@H:11]([OH:19])[CH2:12][C@@H:13]([OH:18])[CH2:14][C:15]([O-:17])=[O:16])[C:7]([C:20]2[CH:25]=[CH:24][C:23]([F:26])=[CH:22][CH:21]=2)=[C:6]([C:27]2[CH:32]=[CH:31][CH:30]=[CH:29][CH:28]=2)[C:5]=1[C:33]([NH:35][C:36]1[CH:41]=[CH:40][CH:39]=[CH:38][CH:37]=1)=[O:34])[CH3:3].[CH3:42][CH:43](C1N(CC[C@@H](O)C[C@@H](O)CC([O-])=O)C(C2C=CC(F)=CC=2)=C(C2C=CC=CC=2)C=1C(NC1C=CC=CC=1)=O)[CH3:44].[Ca+2].COC(OC)(C)C.S(=O)(=O)(O)O.[CH2-]C(C)=O. Product: [F:26][C:23]1[CH:24]=[CH:25][C:20]([C:7]2[N:8]([CH2:9][CH2:10][C@H:11]3[O:19][C:43]([CH3:44])([CH3:42])[O:18][C@@H:13]([CH2:14][C:15]([OH:17])=[O:16])[CH2:12]3)[C:4]([CH:2]([CH3:1])[CH3:3])=[C:5]([C:33](=[O:34])[NH:35][C:36]3[CH:41]=[CH:40][CH:39]=[CH:38][CH:37]=3)[C:6]=2[C:27]2[CH:32]=[CH:31][CH:30]=[CH:29][CH:28]=2)=[CH:21][CH:22]=1. The catalyst class is: 21.